From a dataset of Reaction yield outcomes from USPTO patents with 853,638 reactions. Predict the reaction yield, written as a fraction of the theoretical maximum amount of product (1.0 means a 100% yield; for example, 0.34 means a 34% yield). (1) The reactants are [NH2:1][C:2]1[C:3]2[N:4]([C:8]([C@@H:26]3[CH2:30][CH2:29][CH2:28][NH:27]3)=[N:9][C:10]=2[C:11]2[CH:25]=[CH:24][C:14]([C:15]([NH:17][C:18]3[CH:23]=[CH:22][CH:21]=[CH:20][N:19]=3)=[O:16])=[CH:13][CH:12]=2)[CH:5]=[CH:6][N:7]=1.[OH:31][C:32]([CH3:39])([CH3:38])[C:33]#[C:34][C:35](O)=[O:36]. No catalyst specified. The product is [NH2:1][C:2]1[C:3]2[N:4]([C:8]([C@@H:26]3[CH2:30][CH2:29][CH2:28][N:27]3[C:35](=[O:36])[C:34]#[C:33][C:32]([OH:31])([CH3:39])[CH3:38])=[N:9][C:10]=2[C:11]2[CH:25]=[CH:24][C:14]([C:15]([NH:17][C:18]3[CH:23]=[CH:22][CH:21]=[CH:20][N:19]=3)=[O:16])=[CH:13][CH:12]=2)[CH:5]=[CH:6][N:7]=1. The yield is 0.251. (2) The reactants are S(=O)(=O)(O)O.[Br:6][C:7]1[CH:8]=[CH:9][C:10]([O:25][C:26]([F:29])([F:28])[F:27])=[C:11]([CH:13]2[C:15]3([C:19](=[O:20])[C:18]([CH3:22])([CH3:21])[O:17][C:16]3([CH3:24])[CH3:23])[O:14]2)[CH:12]=1. The catalyst is ClCCCl. The product is [Br:6][C:7]1[CH:8]=[CH:9][C:10]([O:25][C:26]([F:28])([F:29])[F:27])=[C:11]([CH:13]2[C:19](=[O:20])[C:18]([CH3:21])([CH3:22])[O:17][C:16]([CH3:24])([CH3:23])[C:15]2=[O:14])[CH:12]=1. The yield is 0.680. (3) The reactants are [Br:1][C:2]1[CH:7]=[CH:6][C:5]([CH2:8][OH:9])=[C:4]([F:10])[CH:3]=1.[H-].[Na+].Br[CH2:14][CH2:15][O:16][CH3:17]. The catalyst is C1COCC1. The product is [Br:1][C:2]1[CH:7]=[CH:6][C:5]([CH2:8][O:9][CH2:14][CH2:15][O:16][CH3:17])=[C:4]([F:10])[CH:3]=1. The yield is 0.470. (4) The reactants are [Cl-].[CH3:2][O:3]C[P+](C1C=CC=CC=1)(C1C=CC=CC=1)C1C=CC=CC=1.[Li+].C[Si]([N-][Si](C)(C)C)(C)C.[O:34]1[CH2:39][CH:38]=[C:37]([C:40]([CH3:44])([CH3:43])[CH:41]=O)[CH2:36][CH2:35]1.Cl. The catalyst is O1CCCC1.O. The product is [O:34]1[CH2:39][CH:38]=[C:37]([C:40]([CH3:44])([CH3:43])[CH2:41][CH:2]=[O:3])[CH2:36][CH2:35]1. The yield is 0.540. (5) The reactants are [N+:1]([C:4]1[CH:13]=[N:12][C:11]2[NH:10][CH:9]([CH2:14][OH:15])[CH2:8][O:7][C:6]=2[CH:5]=1)([O-])=O. The catalyst is [Pd].CO. The product is [NH2:1][C:4]1[CH:13]=[N:12][C:11]2[NH:10][CH:9]([CH2:14][OH:15])[CH2:8][O:7][C:6]=2[CH:5]=1. The yield is 0.890.